The task is: Predict the reaction yield, written as a fraction of the theoretical maximum amount of product (1.0 means a 100% yield; for example, 0.34 means a 34% yield).. This data is from Reaction yield outcomes from USPTO patents with 853,638 reactions. (1) The reactants are [F:1][C:2]([F:14])([F:13])[O:3][C:4]1[CH:5]=[C:6]([CH:10]=[CH:11][CH:12]=1)[C:7]([OH:9])=O.C(Cl)(=O)C(Cl)=O.O1CCCC1.[NH2:26][C:27]1[CH:28]=[C:29]([CH:46]=[CH:47][CH:48]=1)[O:30][C:31]1[CH:32]=[CH:33][C:34]2[N:35]([CH:37]=[C:38]([NH:40][C:41]([CH:43]3[CH2:45][CH2:44]3)=[O:42])[N:39]=2)[N:36]=1. The catalyst is CN(C)C=O.CN1CCCC1=O. The product is [CH:43]1([C:41]([NH:40][C:38]2[N:39]=[C:34]3[CH:33]=[CH:32][C:31]([O:30][C:29]4[CH:28]=[C:27]([NH:26][C:7](=[O:9])[C:6]5[CH:10]=[CH:11][CH:12]=[C:4]([O:3][C:2]([F:1])([F:14])[F:13])[CH:5]=5)[CH:48]=[CH:47][CH:46]=4)=[N:36][N:35]3[CH:37]=2)=[O:42])[CH2:44][CH2:45]1. The yield is 0.540. (2) The reactants are [C:1]([NH:5][S:6]([C:9]1[C:10]([C:15]2[CH:20]=[CH:19][C:18]([C:21]3[CH:26]=[N:25][C:24]([N:27](S(C)(=O)=O)[S:28]([CH3:31])(=[O:30])=[O:29])=[CH:23][N:22]=3)=[C:17]([F:36])[CH:16]=2)=[CH:11][CH:12]=[CH:13][CH:14]=1)(=[O:8])=[O:7])([CH3:4])([CH3:3])[CH3:2].[OH-].[Na+]. The catalyst is CS(C)=O. The product is [C:1]([NH:5][S:6]([C:9]1[C:10]([C:15]2[CH:20]=[CH:19][C:18]([C:21]3[CH:26]=[N:25][C:24]([NH:27][S:28]([CH3:31])(=[O:30])=[O:29])=[CH:23][N:22]=3)=[C:17]([F:36])[CH:16]=2)=[CH:11][CH:12]=[CH:13][CH:14]=1)(=[O:7])=[O:8])([CH3:4])([CH3:3])[CH3:2]. The yield is 0.860. (3) The reactants are [OH:1][CH2:2][CH:3]1[CH2:20][N:7]2[CH2:8][CH2:9][N:10]([C:12]3[C:17]([Cl:18])=[CH:16][C:15]([Cl:19])=[CH:14][N:13]=3)[CH2:11][CH:6]2[CH2:5][CH2:4]1.[F:21][C:22]1[CH:27]=[CH:26][C:25](O)=[CH:24][CH:23]=1.C1(P(C2C=CC=CC=2)C2C=CC=CC=2)C=CC=CC=1.N(C(OCC)=O)=NC(OCC)=O.Cl. The catalyst is C1COCC1.C(OCC)(=O)C.CCOCC. The product is [F:21][C:22]1[CH:27]=[CH:26][C:25]([O:1][CH2:2][CH:3]2[CH2:20][N:7]3[CH2:8][CH2:9][N:10]([C:12]4[C:17]([Cl:18])=[CH:16][C:15]([Cl:19])=[CH:14][N:13]=4)[CH2:11][CH:6]3[CH2:5][CH2:4]2)=[CH:24][CH:23]=1. The yield is 0.870. (4) The reactants are [I:1][C:2]1[CH:3]=[C:4]([NH:8][C:9](=[O:56])[CH2:10][N:11]2[CH:15]=[CH:14][N:13]=[C:12]2[CH2:16][N:17]([CH2:30][C:31]2[N:32]([CH2:36][C:37]([N:39]([CH2:48][C:49]([O:51]C(C)(C)C)=[O:50])[CH2:40][C:41]([O:43]C(C)(C)C)=[O:42])=[O:38])[CH:33]=[CH:34][N:35]=2)[CH2:18][CH2:19][C:20]2[CH:25]=[CH:24][C:23]([S:26](=[O:29])(=[O:28])[NH2:27])=[CH:22][CH:21]=2)[CH:5]=[CH:6][CH:7]=1. The catalyst is C(Cl)Cl.C(O)(C(F)(F)F)=O. The product is [I:1][C:2]1[CH:3]=[C:4]([NH:8][C:9](=[O:56])[CH2:10][N:11]2[CH:15]=[CH:14][N:13]=[C:12]2[CH2:16][N:17]([CH2:30][C:31]2[N:32]([CH2:36][C:37]([N:39]([CH2:48][C:49]([OH:51])=[O:50])[CH2:40][C:41]([OH:43])=[O:42])=[O:38])[CH:33]=[CH:34][N:35]=2)[CH2:18][CH2:19][C:20]2[CH:21]=[CH:22][C:23]([S:26](=[O:28])(=[O:29])[NH2:27])=[CH:24][CH:25]=2)[CH:5]=[CH:6][CH:7]=1. The yield is 0.740. (5) The reactants are C([O:5][C:6]([CH:8]1[CH:12]([C:13]2[CH:18]=[CH:17][C:16]([Cl:19])=[C:15]([Cl:20])[CH:14]=2)[C:11]([C:23]2[CH:28]=[CH:27][C:26]([Cl:29])=[CH:25][C:24]=2[F:30])([C:21]#[N:22])[CH:10]([CH2:31][C:32]([CH3:35])([CH3:34])[CH3:33])[NH:9]1)=[O:7])(C)(C)C.[F:36][C:37]([F:42])([F:41])[C:38]([OH:40])=[O:39]. The catalyst is ClCCl. The product is [F:36][C:37]([F:42])([F:41])[C:38]([OH:40])=[O:39].[Cl:29][C:26]1[CH:27]=[CH:28][C:23]([C:11]2([C:21]#[N:22])[CH:10]([CH2:31][C:32]([CH3:35])([CH3:33])[CH3:34])[NH:9][CH:8]([C:6]([OH:7])=[O:5])[CH:12]2[C:13]2[CH:18]=[CH:17][C:16]([Cl:19])=[C:15]([Cl:20])[CH:14]=2)=[C:24]([F:30])[CH:25]=1. The yield is 0.960. (6) The reactants are [F:1][CH:2]([F:13])[C:3]1[CH:8]=[C:7]([O:9][CH3:10])[C:6](I)=[CH:5][C:4]=1[F:12].[B:14]1([B:14]2[O:18][C:17]([CH3:20])([CH3:19])[C:16]([CH3:22])([CH3:21])[O:15]2)[O:18][C:17]([CH3:20])([CH3:19])[C:16]([CH3:22])([CH3:21])[O:15]1.C([O-])(=O)C.[K+]. The catalyst is CN(C=O)C.CCOCC.C1C=CC(P(C2C=CC=CC=2)[C-]2C=CC=C2)=CC=1.C1C=CC(P(C2C=CC=CC=2)[C-]2C=CC=C2)=CC=1.Cl[Pd]Cl.[Fe+2].C(Cl)Cl. The product is [F:1][CH:2]([F:13])[C:3]1[C:4]([F:12])=[CH:5][C:6]([B:14]2[O:18][C:17]([CH3:20])([CH3:19])[C:16]([CH3:22])([CH3:21])[O:15]2)=[C:7]([O:9][CH3:10])[CH:8]=1. The yield is 0.136. (7) The reactants are [C:1]1([C:7]2[CH:12]=[C:11]([CH:13]3[CH2:18][CH2:17][N:16]([CH:19]4[CH2:24][O:23]C(C)(C)[O:21][CH2:20]4)[CH2:15][CH2:14]3)[CH:10]=[CH:9][C:8]=2[NH:27][C:28]([C:30]2[NH:31][CH:32]=[C:33]([C:35]#[N:36])[N:34]=2)=[O:29])[CH2:6][CH2:5][CH2:4][CH2:3][CH:2]=1.[C:37]([OH:43])([C:39]([F:42])([F:41])[F:40])=[O:38]. The catalyst is C1COCC1.O. The product is [F:40][C:39]([F:42])([F:41])[C:37]([OH:43])=[O:38].[C:1]1([C:7]2[CH:12]=[C:11]([CH:13]3[CH2:18][CH2:17][N:16]([CH:19]([CH2:20][OH:21])[CH2:24][OH:23])[CH2:15][CH2:14]3)[CH:10]=[CH:9][C:8]=2[NH:27][C:28]([C:30]2[NH:31][CH:32]=[C:33]([C:35]#[N:36])[N:34]=2)=[O:29])[CH2:6][CH2:5][CH2:4][CH2:3][CH:2]=1. The yield is 0.600. (8) The reactants are [NH2:1][C:2]1[N:11]=[C:10]([O:12][CH2:13][CH3:14])[C:9]2[C:4](=[N:5][CH:6]=[CH:7][N:8]=2)[N:3]=1.[OH:15]O. The catalyst is FC(F)(F)C(O)=O. The product is [NH2:1][C:2]1[N:11]=[C:10]([O:12][CH2:13][CH3:14])[C:9]2[C:4](=[N:5][CH:6]=[CH:7][N:8]=2)[N+:3]=1[O-:15]. The yield is 0.320. (9) The product is [Cl:1][C:2]1[CH:7]=[C:6]([N:8]2[CH:17]=[C:11]3[C:12](=[O:16])[NH:13][CH2:14][CH2:15][C:10]3=[N:9]2)[CH:5]=[CH:4][N:3]=1. No catalyst specified. The reactants are [Cl:1][C:2]1[CH:7]=[C:6]([NH:8][N:9]=[C:10]2[CH2:15][CH2:14][NH:13][C:12](=[O:16])[CH2:11]2)[CH:5]=[CH:4][N:3]=1.[CH3:17]OC(OC)N(C)C. The yield is 0.420.